This data is from NCI-60 drug combinations with 297,098 pairs across 59 cell lines. The task is: Regression. Given two drug SMILES strings and cell line genomic features, predict the synergy score measuring deviation from expected non-interaction effect. (1) Cell line: UACC-257. Drug 2: CS(=O)(=O)OCCCCOS(=O)(=O)C. Synergy scores: CSS=-10.4, Synergy_ZIP=1.30, Synergy_Bliss=-5.65, Synergy_Loewe=-14.9, Synergy_HSA=-10.8. Drug 1: C1CCC(CC1)NC(=O)N(CCCl)N=O. (2) Synergy scores: CSS=9.59, Synergy_ZIP=-4.70, Synergy_Bliss=-1.97, Synergy_Loewe=-2.01, Synergy_HSA=-2.35. Drug 2: C1CCC(C(C1)N)N.C(=O)(C(=O)[O-])[O-].[Pt+4]. Drug 1: C1=NC(=NC(=O)N1C2C(C(C(O2)CO)O)O)N. Cell line: SK-OV-3. (3) Drug 1: C1=CC=C(C=C1)NC(=O)CCCCCCC(=O)NO. Drug 2: C1CNP(=O)(OC1)N(CCCl)CCCl. Cell line: T-47D. Synergy scores: CSS=-4.54, Synergy_ZIP=-0.381, Synergy_Bliss=-3.74, Synergy_Loewe=-7.35, Synergy_HSA=-9.45. (4) Drug 1: COC1=C(C=C2C(=C1)N=CN=C2NC3=CC(=C(C=C3)F)Cl)OCCCN4CCOCC4. Drug 2: CC1=C2C(C(=O)C3(C(CC4C(C3C(C(C2(C)C)(CC1OC(=O)C(C(C5=CC=CC=C5)NC(=O)OC(C)(C)C)O)O)OC(=O)C6=CC=CC=C6)(CO4)OC(=O)C)O)C)O. Cell line: UACC62. Synergy scores: CSS=47.1, Synergy_ZIP=7.63, Synergy_Bliss=9.95, Synergy_Loewe=5.12, Synergy_HSA=11.8. (5) Drug 2: C1CN(P(=O)(OC1)NCCCl)CCCl. Cell line: NCI-H226. Drug 1: CC(C)NC(=O)C1=CC=C(C=C1)CNNC.Cl. Synergy scores: CSS=-4.00, Synergy_ZIP=5.72, Synergy_Bliss=5.85, Synergy_Loewe=0.491, Synergy_HSA=-0.449.